Dataset: Reaction yield outcomes from USPTO patents with 853,638 reactions. Task: Predict the reaction yield, written as a fraction of the theoretical maximum amount of product (1.0 means a 100% yield; for example, 0.34 means a 34% yield). (1) The reactants are [C:1]([C:4]1[CH:9]=[CH:8][C:7]([Cl:10])=[CH:6][C:5]=1[NH:11][C:12](=O)[C:13]([O:15][CH2:16][CH3:17])=[O:14])(=[O:3])[NH2:2].C[Si](Cl)(C)C. The catalyst is ClCCCl. The product is [Cl:10][C:7]1[CH:6]=[C:5]2[C:4]([C:1]([OH:3])=[N:2][C:12]([C:13]([O:15][CH2:16][CH3:17])=[O:14])=[N:11]2)=[CH:9][CH:8]=1. The yield is 0.630. (2) The reactants are [CH3:1][C:2]1[C:16](=[O:17])[N:15]=[C:14]2[N:4]([C@@H:5]3[O:9][C@H:8]([CH2:10][OH:11])[C@@H:7]([OH:12])[C@@H:6]3[O:13]2)[CH:3]=1.[CH3:18][O:19][CH2:20][CH2:21][O:22]B([O:22][CH2:21][CH2:20][O:19][CH3:18])[O:22][CH2:21][CH2:20][O:19][CH3:18]. The catalyst is COCCO. The product is [CH3:18][O:19][CH2:20][CH2:21][O:22][C@@H:6]1[C@H:7]([OH:12])[C@@H:8]([CH2:10][OH:11])[O:9][C@H:5]1[N:4]1[CH:3]=[C:2]([CH3:1])[C:16](=[O:17])[NH:15][C:14]1=[O:13]. The yield is 0.630. (3) The reactants are [CH3:1][C:2]1([CH3:22])[CH:6]([C:7]2[CH:12]=[CH:11][C:10]([CH3:13])=[CH:9][CH:8]=2)[C:5]2[C:14]([CH3:21])=[C:15]([NH2:20])[C:16]([CH3:19])=[C:17]([CH3:18])[C:4]=2[O:3]1.Cl[CH2:24][C:25]1[CH:30]=[C:29]([O:31][CH3:32])[C:28]([O:33][CH3:34])=[CH:27][C:26]=1[CH2:35]Cl.C(=O)([O-])[O-].[Na+].[Na+]. The yield is 0.160. The catalyst is O1CCCC1.[I-].C([N+](CCCC)(CCCC)CCCC)CCC. The product is [CH3:34][O:33][C:28]1[CH:27]=[C:26]2[C:25](=[CH:30][C:29]=1[O:31][CH3:32])[CH2:24][N:20]([C:15]1[C:16]([CH3:19])=[C:17]([CH3:18])[C:4]3[O:3][C:2]([CH3:22])([CH3:1])[CH:6]([C:7]4[CH:8]=[CH:9][C:10]([CH3:13])=[CH:11][CH:12]=4)[C:5]=3[C:14]=1[CH3:21])[CH2:35]2.